The task is: Predict the product of the given reaction.. This data is from Forward reaction prediction with 1.9M reactions from USPTO patents (1976-2016). (1) The product is: [CH2:1]([NH:8][C:9]([N:11]1[CH2:20][CH2:19][C:18]2[N:17]=[C:16]([C:21]([NH:26][OH:27])=[O:22])[CH:15]=[CH:14][C:13]=2[CH2:12]1)=[O:10])[C:2]1[CH:3]=[CH:4][CH:5]=[CH:6][CH:7]=1. Given the reactants [CH2:1]([NH:8][C:9]([N:11]1[CH2:20][CH2:19][C:18]2[N:17]=[C:16]([C:21](OC)=[O:22])[CH:15]=[CH:14][C:13]=2[CH2:12]1)=[O:10])[C:2]1[CH:7]=[CH:6][CH:5]=[CH:4][CH:3]=1.[K].[NH2:26][OH:27].C(O)(=O)C, predict the reaction product. (2) Given the reactants [F:1][C:2]([F:16])([F:15])[C:3]1[CH:4]=[CH:5][C:6]([O:13][CH3:14])=[C:7]([CH2:9][C:10](=[O:12])[CH3:11])[CH:8]=1.[C:17]([OH:21])(=[O:20])[CH:18]=O, predict the reaction product. The product is: [OH:12][C:10]1([CH3:11])[O:21][C:17](=[O:20])[CH:18]=[C:9]1[C:7]1[CH:8]=[C:3]([C:2]([F:15])([F:16])[F:1])[CH:4]=[CH:5][C:6]=1[O:13][CH3:14].